Task: Predict which catalyst facilitates the given reaction.. Dataset: Catalyst prediction with 721,799 reactions and 888 catalyst types from USPTO (1) Reactant: [NH2:1][C:2]1[C:3]([OH:18])=[C:4]([C:14]([Cl:17])=[CH:15][CH:16]=1)[C:5]([NH:7][C:8]1[CH:13]=[CH:12][CH:11]=[CH:10][CH:9]=1)=[O:6].[Cl:19][C:20]1[C:25]([Cl:26])=[CH:24][CH:23]=[CH:22][C:21]=1[N:27]=[C:28]=[O:29]. Product: [Cl:17][C:14]1[C:4]([C:5]([NH:7][C:8]2[CH:13]=[CH:12][CH:11]=[CH:10][CH:9]=2)=[O:6])=[C:3]([OH:18])[C:2]([NH:1][C:28]([NH:27][C:21]2[CH:22]=[CH:23][CH:24]=[C:25]([Cl:26])[C:20]=2[Cl:19])=[O:29])=[CH:16][CH:15]=1. The catalyst class is: 39. (2) Reactant: [CH3:1][O:2][C:3]1[CH:4]=[C:5]([NH2:15])[CH:6]=[CH:7][C:8]=1[N:9]1[CH2:14][CH2:13][O:12][CH2:11][CH2:10]1.Cl[C:17]1[C:26]2[C:21](=[CH:22][CH:23]=[C:24]([I:27])[CH:25]=2)[N:20]=[CH:19][N:18]=1. Product: [I:27][C:24]1[CH:25]=[C:26]2[C:21](=[CH:22][CH:23]=1)[N:20]=[CH:19][N:18]=[C:17]2[NH:15][C:5]1[CH:6]=[CH:7][C:8]([N:9]2[CH2:14][CH2:13][O:12][CH2:11][CH2:10]2)=[C:3]([O:2][CH3:1])[CH:4]=1. The catalyst class is: 10. (3) Reactant: [S:1]1[CH2:5][C:4](=[O:6])[NH:3][C:2]1=[O:7].[CH:8]([C:10]1[CH:28]=[CH:27][C:13]([O:14][C:15]2[CH:22]=[CH:21][C:18]([C:19]#[N:20])=[CH:17][C:16]=2[C:23]([F:26])([F:25])[F:24])=[C:12]([O:29][CH3:30])[CH:11]=1)=O.C(O)(=O)C1C=CC=CC=1.N1CCCCC1. Product: [O:7]=[C:2]1[NH:3][C:4](=[O:6])[C:5](=[CH:8][C:10]2[CH:28]=[CH:27][C:13]([O:14][C:15]3[CH:22]=[CH:21][C:18]([C:19]#[N:20])=[CH:17][C:16]=3[C:23]([F:24])([F:25])[F:26])=[C:12]([O:29][CH3:30])[CH:11]=2)[S:1]1. The catalyst class is: 11. (4) Product: [CH:18]([OH:20])=[O:19].[CH3:30][C@H:5]1[CH2:6][C@@H:7]([NH:23][C:24]2[CH:29]=[CH:28][CH:27]=[CH:26][N:25]=2)[C:8]2[C:13](=[CH:12][CH:11]=[C:10]([C:14]3[CH:15]=[CH:16][C:17]([C:18]([N:46]4[CH2:45][CH2:44][CH2:43][CH2:41]4)=[O:19])=[CH:21][CH:22]=3)[CH:9]=2)[N:4]1[C:1](=[O:3])[CH3:2]. Reactant: [C:1]([N:4]1[C:13]2[C:8](=[CH:9][C:10]([C:14]3[CH:22]=[CH:21][C:17]([C:18]([O-:20])=[O:19])=[CH:16][CH:15]=3)=[CH:11][CH:12]=2)[C@H:7]([NH:23][C:24]2[CH:29]=[CH:28][CH:27]=[CH:26][N:25]=2)[CH2:6][C@@H:5]1[CH3:30])(=[O:3])[CH3:2].[Li+].CN(C(ON1N=NC2[CH:43]=[CH:44][CH:45]=[N:46][C:41]1=2)=[N+](C)C)C.F[P-](F)(F)(F)(F)F.CCN(C(C)C)C(C)C.N1CCCC1.N1CCOCC1. The catalyst class is: 18. (5) Reactant: [CH2:1]([C:3]1[CH:4]=[C:5]([CH:9]=[C:10]([CH3:12])[N:11]=1)[C:6](O)=[O:7])[CH3:2].B. The catalyst class is: 1. Product: [CH2:1]([C:3]1[CH:4]=[C:5]([CH2:6][OH:7])[CH:9]=[C:10]([CH3:12])[N:11]=1)[CH3:2]. (6) Reactant: O1CCCC1.[CH:6]1[C:15]2[CH2:14][CH2:13][CH2:12][CH2:11][C:10]=2[CH:9]=[CH:8][N:7]=1.CC(C)([O-])C.[K+].[N:22](OC(C)(C)C)=[O:23]. Product: [CH:6]1[C:15]2[CH2:14][CH2:13][CH2:12][C:11](=[N:22][OH:23])[C:10]=2[CH:9]=[CH:8][N:7]=1. The catalyst class is: 6.